Dataset: Forward reaction prediction with 1.9M reactions from USPTO patents (1976-2016). Task: Predict the product of the given reaction. (1) Given the reactants [I:1][C:2]1[CH:7]=[CH:6][C:5]([S:8](Cl)(=[O:10])=[O:9])=[CH:4][CH:3]=1.[CH2:12]([N:14]1[CH2:19][CH2:18][NH:17][CH2:16][CH2:15]1)[CH3:13].C(N(CC)CC)C, predict the reaction product. The product is: [CH2:12]([N:14]1[CH2:19][CH2:18][N:17]([S:8]([C:5]2[CH:6]=[CH:7][C:2]([I:1])=[CH:3][CH:4]=2)(=[O:10])=[O:9])[CH2:16][CH2:15]1)[CH3:13]. (2) Given the reactants [N:1]1([C:7]2[N:15]=[C:14]([C:16]3[CH:17]=[C:18]([OH:22])[CH:19]=[N:20][CH:21]=3)[N:13]=[C:12]3[C:8]=2[N:9]=[CH:10][N:11]3[CH:23]2[CH2:28][CH2:27][NH:26][CH2:25][CH2:24]2)[CH2:6][CH2:5][O:4][CH2:3][CH2:2]1.[CH:29](=O)[C:30]1[CH:35]=[CH:34][CH:33]=[CH:32][CH:31]=1, predict the reaction product. The product is: [CH2:29]([N:26]1[CH2:27][CH2:28][CH:23]([N:11]2[CH:10]=[N:9][C:8]3[C:12]2=[N:13][C:14]([C:16]2[CH:17]=[C:18]([OH:22])[CH:19]=[N:20][CH:21]=2)=[N:15][C:7]=3[N:1]2[CH2:2][CH2:3][O:4][CH2:5][CH2:6]2)[CH2:24][CH2:25]1)[C:30]1[CH:35]=[CH:34][CH:33]=[CH:32][CH:31]=1. (3) The product is: [CH3:1][C:2]1[N:3]=[C:4]([NH:7][C:11]2[CH:12]=[C:13]([S:15][C:16]3[CH:21]=[CH:20][CH:19]=[CH:18][C:17]=3[CH3:22])[CH:14]=[CH:9][N:10]=2)[S:5][CH:6]=1. Given the reactants [CH3:1][C:2]1[N:3]=[C:4]([NH2:7])[S:5][CH:6]=1.Cl[C:9]1[CH:14]=[C:13]([S:15][C:16]2[CH:21]=[CH:20][CH:19]=[CH:18][C:17]=2[CH3:22])[CH:12]=[CH:11][N:10]=1.P([O-])([O-])([O-])=O.[K+].[K+].[K+], predict the reaction product. (4) Given the reactants [Cl:1][C:2]1[N:7]=[C:6]([N:8]([CH3:28])[C:9]2[CH:27]=[CH:26][C:12]3[N:13]([CH3:25])[C:14]([NH:16][CH2:17][C:18]4[CH:23]=[CH:22][C:21]([CH3:24])=[CH:20][CH:19]=4)=[N:15][C:11]=3[CH:10]=2)[CH:5]=[CH:4][N:3]=1.[CH3:29][S:30]([CH:33]([C:35]1[CH:40]=[CH:39][C:38]([NH2:41])=[CH:37][CH:36]=1)[CH3:34])(=[O:32])=[O:31], predict the reaction product. The product is: [ClH:1].[CH3:29][S:30]([CH:33]([C:35]1[CH:36]=[CH:37][C:38]([NH:41][C:2]2[N:7]=[C:6]([N:8]([CH3:28])[C:9]3[CH:27]=[CH:26][C:12]4[N:13]([CH3:25])[C:14]([NH:16][CH2:17][C:18]5[CH:23]=[CH:22][C:21]([CH3:24])=[CH:20][CH:19]=5)=[N:15][C:11]=4[CH:10]=3)[CH:5]=[CH:4][N:3]=2)=[CH:39][CH:40]=1)[CH3:34])(=[O:31])=[O:32]. (5) Given the reactants [N+:1]([C:4]1[CH:5]=[N:6][C:7]2[C:12]([C:13]=1[NH:14][CH2:15][C:16]([NH:19][C:20](=[O:26])[O:21][C:22]([CH3:25])([CH3:24])[CH3:23])([CH3:18])[CH3:17])=[N:11][CH:10]=[CH:9][CH:8]=2)([O-])=O.[H][H], predict the reaction product. The product is: [NH2:1][C:4]1[CH:5]=[N:6][C:7]2[C:12]([C:13]=1[NH:14][CH2:15][C:16]([NH:19][C:20](=[O:26])[O:21][C:22]([CH3:25])([CH3:24])[CH3:23])([CH3:17])[CH3:18])=[N:11][CH:10]=[CH:9][CH:8]=2. (6) Given the reactants [NH:1]1[CH2:6][CH2:5][CH:4]([NH:7][C:8](=[O:14])[O:9][C:10]([CH3:13])([CH3:12])[CH3:11])[CH2:3][CH2:2]1.C(O[BH-](O[C:25](=O)[CH3:26])OC(=O)C)(=O)C.[Na+].[C:29](O)(=O)[CH3:30].C(=O)(O)[O-].[Na+].O1C[CH2:41][CH2:40][CH2:39]1, predict the reaction product. The product is: [C:25]1([CH2:26][N:1]2[CH2:2][CH2:3][CH:4]([NH:7][C:8](=[O:14])[O:9][C:10]([CH3:11])([CH3:13])[CH3:12])[CH2:5][CH2:6]2)[CH2:30][CH2:29][CH2:41][CH2:40][CH:39]=1. (7) Given the reactants [C:1]([O:5][C:6](=[O:34])[CH2:7][CH2:8][C@@H:9]([C:25](N1[C@H](C)COC1=O)=[O:26])[CH2:10][C@H:11]1[CH2:15][O:14][C:13]([CH3:17])([CH3:16])[N:12]1[C:18]([O:20][C:21]([CH3:24])([CH3:23])[CH3:22])=[O:19])([CH3:4])([CH3:3])[CH3:2].[BH4-].[Na+], predict the reaction product. The product is: [C:1]([O:5][C:6](=[O:34])[CH2:7][CH2:8][C@@H:9]([CH2:25][OH:26])[CH2:10][C@H:11]1[CH2:15][O:14][C:13]([CH3:17])([CH3:16])[N:12]1[C:18]([O:20][C:21]([CH3:24])([CH3:23])[CH3:22])=[O:19])([CH3:3])([CH3:2])[CH3:4]. (8) Given the reactants [C:1]1([C:7]2[N:11]([CH2:12][C:13]3[CH:21]=[CH:20][C:16]([C:17](O)=[O:18])=[CH:15][CH:14]=3)[C:10]3[CH:22]=[CH:23][CH:24]=[CH:25][C:9]=3[N:8]=2)[CH:6]=[CH:5][CH:4]=[CH:3][CH:2]=1.C(Cl)(=O)C(Cl)=O.C(N(C(C)C)CC)(C)C.[CH3:41][N:42]([CH3:48])[CH:43]1[CH2:47][CH2:46][NH:45][CH2:44]1, predict the reaction product. The product is: [CH3:41][N:42]([CH:43]1[CH2:47][CH2:46][N:45]([C:17](=[O:18])[C:16]2[CH:15]=[CH:14][C:13]([CH2:12][N:11]3[C:10]4[CH:22]=[CH:23][CH:24]=[CH:25][C:9]=4[N:8]=[C:7]3[C:1]3[CH:2]=[CH:3][CH:4]=[CH:5][CH:6]=3)=[CH:21][CH:20]=2)[CH2:44]1)[CH3:48].